From a dataset of Reaction yield outcomes from USPTO patents with 853,638 reactions. Predict the reaction yield, written as a fraction of the theoretical maximum amount of product (1.0 means a 100% yield; for example, 0.34 means a 34% yield). (1) The reactants are [NH:1]1[C:9]2[C:4](=[CH:5][CH:6]=[CH:7][N:8]=2)[CH:3]=[CH:2]1.[Cl:10][C:11]1[CH:28]=[CH:27][C:14]([CH2:15][O:16][C:17]2[CH:24]=[CH:23][C:20]([CH:21]=[O:22])=[CH:19][C:18]=2[O:25][CH3:26])=[CH:13][CH:12]=1.[CH3:29]O.[OH-].[K+]. The catalyst is C(OCC)(=O)C.O. The product is [Cl:10][C:11]1[CH:28]=[CH:27][C:14]([CH2:15][O:16][C:17]2[CH:24]=[CH:23][C:20]([CH:21]([O:22][CH3:29])[C:3]3[C:4]4[C:9](=[N:8][CH:7]=[CH:6][CH:5]=4)[NH:1][CH:2]=3)=[CH:19][C:18]=2[O:25][CH3:26])=[CH:13][CH:12]=1. The yield is 0.740. (2) The reactants are [Br:1][C:2]1[CH:3]=[C:4]2[C:8](=[CH:9][CH:10]=1)[N:7]([C:11]1[CH:16]=[CH:15][CH:14]=[C:13]([C:17]#[N:18])[CH:12]=1)[CH:6]=[CH:5]2.C(=O)([O-])[O-:20].[Na+].[Na+]. The catalyst is OS(O)(=O)=O. The product is [Br:1][C:2]1[CH:3]=[C:4]2[C:8](=[CH:9][CH:10]=1)[N:7]([C:11]1[CH:12]=[C:13]([CH:14]=[CH:15][CH:16]=1)[C:17]([NH2:18])=[O:20])[CH:6]=[CH:5]2. The yield is 0.980. (3) The yield is 0.688. The reactants are N[C:2]1[CH:3]=[C:4]2[C:9](=[CH:10][CH:11]=1)[N:8]=[C:7]([CH3:12])[N:6]=[C:5]2[N:13]([C:15]1[CH:20]=[CH:19][C:18]([O:21][CH3:22])=[CH:17][CH:16]=1)[CH3:14].O.[CH2:24]=O.[C:26]([BH3-])#[N:27].[Na+].Cl. The catalyst is CCOC(C)=O. The product is [CH3:24][N:27]([CH3:26])[C:2]1[CH:3]=[C:4]2[C:9](=[CH:10][CH:11]=1)[N:8]=[C:7]([CH3:12])[N:6]=[C:5]2[N:13]([C:15]1[CH:20]=[CH:19][C:18]([O:21][CH3:22])=[CH:17][CH:16]=1)[CH3:14].